From a dataset of Forward reaction prediction with 1.9M reactions from USPTO patents (1976-2016). Predict the product of the given reaction. (1) The product is: [F:21][C:20]([F:22])([F:23])[C:17]1[CH:16]=[CH:15][C:14]([C:13]#[C:12][CH2:11][CH2:10][C:9]([OH:24])=[O:8])=[CH:19][CH:18]=1. Given the reactants C([O:8][C:9](=[O:24])[CH2:10][CH2:11][C:12]#[C:13][C:14]1[CH:19]=[CH:18][C:17]([C:20]([F:23])([F:22])[F:21])=[CH:16][CH:15]=1)C1C=CC=CC=1.[Li+].[OH-], predict the reaction product. (2) The product is: [F:22][C:23]1[CH:28]=[CH:27][C:26]([F:29])=[CH:25][C:24]=1[CH2:30][C:31]([N:2]1[C:10]2[C:5](=[CH:6][C:7]([C:11]3[C:19]4[C:18]([NH2:20])=[N:17][CH:16]=[N:15][C:14]=4[N:13]([CH3:21])[CH:12]=3)=[CH:8][CH:9]=2)[CH2:4][CH2:3]1)=[O:32]. Given the reactants Cl.[NH:2]1[C:10]2[C:5](=[CH:6][C:7]([C:11]3[C:19]4[C:18]([NH2:20])=[N:17][CH:16]=[N:15][C:14]=4[N:13]([CH3:21])[CH:12]=3)=[CH:8][CH:9]=2)[CH2:4][CH2:3]1.[F:22][C:23]1[CH:28]=[CH:27][C:26]([F:29])=[CH:25][C:24]=1[CH2:30][C:31](O)=[O:32].CN(C(ON1N=NC2C=CC=NC1=2)=[N+](C)C)C.F[P-](F)(F)(F)(F)F.CCN(C(C)C)C(C)C, predict the reaction product. (3) Given the reactants [O:1]=[C:2]1[C:10]2[C:5](=[CH:6][CH:7]=[CH:8][CH:9]=2)[C:4](=[O:11])[N:3]1[CH2:12][CH2:13][CH2:14][C:15]1[CH:16]=[C:17]([CH:20]=[CH:21][CH:22]=1)[CH:18]=O.[Br-].[C:24]1([C:50]2[CH:55]=[CH:54][CH:53]=[CH:52][CH:51]=2)[CH:29]=[CH:28][CH:27]=[CH:26][C:25]=1[CH2:30][P+](C1C=CC=CC=1)(C1C=CC=CC=1)C1C=CC=CC=1, predict the reaction product. The product is: [C:24]1([C:50]2[CH:51]=[CH:52][CH:53]=[CH:54][CH:55]=2)[CH:29]=[CH:28][CH:27]=[CH:26][C:25]=1/[CH:30]=[CH:18]/[C:17]1[CH:16]=[C:15]([CH2:14][CH2:13][CH2:12][N:3]2[C:4](=[O:11])[C:5]3[C:10](=[CH:9][CH:8]=[CH:7][CH:6]=3)[C:2]2=[O:1])[CH:22]=[CH:21][CH:20]=1. (4) The product is: [CH2:14]([C:19]1[CH:24]=[CH:23][C:22]([C:25]2[CH:26]=[CH:27][CH:28]=[CH:29][CH:30]=2)=[CH:21][CH:20]=1)[CH2:15][CH2:16][CH2:17][CH3:18].[CH:1]#[CH:2]. Given the reactants [CH:1](NC(C)C)(C)[CH3:2].C[Si](C#C)(C)C.[CH2:14]([C:19]1[CH:24]=[CH:23][C:22]([C:25]2[CH:30]=[CH:29][C:28](Br)=[CH:27][CH:26]=2)=[CH:21][CH:20]=1)[CH2:15][CH2:16][CH2:17][CH3:18], predict the reaction product. (5) Given the reactants C(O[C:4]([C:6]1[CH:7]=[C:8]2[C:12](=[CH:13][CH:14]=1)[NH:11][N:10]=[C:9]2[C:15]1[CH:24]=[CH:23][C:22]2[C:17](=[CH:18][CH:19]=[C:20]([O:25][CH3:26])[CH:21]=2)[CH:16]=1)=[NH:5])C.C(N(CC)CC)C.[C:34]([NH:38][CH2:39][C:40]([NH:42][NH2:43])=O)([CH3:37])([CH3:36])[CH3:35], predict the reaction product. The product is: [C:34]([NH:38][CH2:39][C:40]1[NH:42][N:43]=[C:4]([C:6]2[CH:7]=[C:8]3[C:12](=[CH:13][CH:14]=2)[NH:11][N:10]=[C:9]3[C:15]2[CH:24]=[CH:23][C:22]3[C:17](=[CH:18][CH:19]=[C:20]([O:25][CH3:26])[CH:21]=3)[CH:16]=2)[N:5]=1)([CH3:37])([CH3:36])[CH3:35].